This data is from Full USPTO retrosynthesis dataset with 1.9M reactions from patents (1976-2016). The task is: Predict the reactants needed to synthesize the given product. (1) Given the product [F:18][C:16]1[CH:17]=[C:12]([N:11]2[CH2:9][C@H:30]([CH2:31][OH:33])[O:34][C:35]2=[O:39])[CH:13]=[CH:14][C:15]=1[N:19]1[CH:23]=[C:22]([CH3:24])[N:21]=[CH:20]1, predict the reactants needed to synthesize it. The reactants are: C(O[C:9]([NH:11][C:12]1[CH:13]=[CH:14][C:15]([N:19]2[CH:23]=[C:22]([CH3:24])[N:21]=[CH:20]2)=[C:16]([F:18])[CH:17]=1)=O)C1C=CC=CC=1.C([Li])CCC.[CH2:30]([O:34][C:35](=[O:39])CCC)[C@@H:31]1[O:33]C1.C(=O)(O)[O-].[Na+]. (2) Given the product [Cl:1][C:2]1[C:3]([N:9]2[C:13]([C:14]([O:16][CH2:17][CH3:18])=[O:15])=[CH:12][C:11]([OH:19])=[N:10]2)=[N:4][CH:5]=[C:6]([Cl:8])[CH:7]=1, predict the reactants needed to synthesize it. The reactants are: [Cl:1][C:2]1[C:3]([N:9]2[CH:13]([C:14]([O:16][CH2:17][CH3:18])=[O:15])[CH2:12][C:11](=[O:19])[NH:10]2)=[N:4][CH:5]=[C:6]([Cl:8])[CH:7]=1.S(=O)(=O)(O)O.S(OOS([O-])(=O)=O)([O-])(=O)=O.[K+].[K+].